This data is from Full USPTO retrosynthesis dataset with 1.9M reactions from patents (1976-2016). The task is: Predict the reactants needed to synthesize the given product. Given the product [CH3:11][C:10]1[O:9][N:8]=[C:7]([C:12]2[CH:17]=[CH:16][N:15]=[CH:14][N:13]=2)[C:6]=1[C:4]([OH:5])=[O:3], predict the reactants needed to synthesize it. The reactants are: C([O:3][C:4]([C:6]1[C:7]([C:12]2[CH:17]=[CH:16][N:15]=[CH:14][N:13]=2)=[N:8][O:9][C:10]=1[CH3:11])=[O:5])C.COC(=O)C1C=CN=C(OCC2C(C3C=CC=CC=3)=NOC=2C)C=1.